The task is: Predict the product of the given reaction.. This data is from Forward reaction prediction with 1.9M reactions from USPTO patents (1976-2016). (1) Given the reactants [NH:1]1[C:9]2[C:4](=[CH:5][CH:6]=[CH:7][CH:8]=2)[C:3]2([C:21]3[C:12](=[CH:13][C:14]4[O:19][CH2:18][CH2:17][O:16][C:15]=4[CH:20]=3)[O:11][CH2:10]2)[C:2]1=[O:22].CC1C=CC(S(O[CH2:34][C@H:35]2[CH2:39][CH2:38][CH2:37][O:36]2)(=O)=O)=CC=1.BrCC1CCCCO1, predict the reaction product. The product is: [O:36]1[CH2:37][CH2:38][CH2:39][C@@H:35]1[CH2:34][N:1]1[C:9]2[C:4](=[CH:5][CH:6]=[CH:7][CH:8]=2)[C:3]2([C:21]3[C:12](=[CH:13][C:14]4[O:19][CH2:18][CH2:17][O:16][C:15]=4[CH:20]=3)[O:11][CH2:10]2)[C:2]1=[O:22]. (2) Given the reactants C([O:8][C:9]1[CH:17]=[C:16]2[C:12]([CH:13]=[CH:14][N:15]2[C:18]([O:20][C:21]([CH3:24])([CH3:23])[CH3:22])=[O:19])=[CH:11][CH:10]=1)C1C=CC=CC=1, predict the reaction product. The product is: [C:21]([O:20][C:18]([N:15]1[C:16]2[C:12](=[CH:11][CH:10]=[C:9]([OH:8])[CH:17]=2)[CH2:13][CH2:14]1)=[O:19])([CH3:24])([CH3:22])[CH3:23].